From a dataset of CYP2C19 inhibition data for predicting drug metabolism from PubChem BioAssay. Regression/Classification. Given a drug SMILES string, predict its absorption, distribution, metabolism, or excretion properties. Task type varies by dataset: regression for continuous measurements (e.g., permeability, clearance, half-life) or binary classification for categorical outcomes (e.g., BBB penetration, CYP inhibition). Dataset: cyp2c19_veith. (1) The molecule is CCCCN(CC)S(=O)(=O)c1ccc(C(=O)Nc2nnc(CSC)o2)cc1. The result is 0 (non-inhibitor). (2) The drug is O=C(CCCn1c(=S)[nH]c2cc3c(cc2c1=O)OCO3)N1CCN(c2ncccn2)CC1. The result is 1 (inhibitor). (3) The drug is CC1=C(/C=C\C(C)=C\C=C/C(C)=C/C=C\C=C(C)\C=C/C=C(C)/C=C\C2=C(C)[C@@H](O)C(=O)CC2(C)C)C(C)(C)CC(=O)[C@@H]1O. The result is 0 (non-inhibitor). (4) The compound is O=C(O)[C@@H](c1ccccc1)[C@@H](C(=O)O)c1ccccc1. The result is 0 (non-inhibitor). (5) The drug is Cc1ccc(C(=O)Nc2cc(Cl)ccc2OC(=O)c2ccc(C)cc2)cc1. The result is 1 (inhibitor).